Dataset: Reaction yield outcomes from USPTO patents with 853,638 reactions. Task: Predict the reaction yield, written as a fraction of the theoretical maximum amount of product (1.0 means a 100% yield; for example, 0.34 means a 34% yield). (1) The reactants are [CH3:1][C:2]1[CH:7]=[CH:6][CH:5]=[CH:4][C:3]=1B(O)O.Br[C:12]1[CH:18]=[CH:17][CH:16]=[CH:15][C:13]=1[NH2:14].C1(P(C2C=CC=CC=2)C2C=CC=CC=2)C=CC=CC=1.C(=O)([O-])[O-].[K+].[K+]. The catalyst is C([O-])(=O)C.[Pd+2].C([O-])(=O)C.COCCOC. The product is [NH2:14][C:13]1[CH:15]=[CH:16][CH:17]=[CH:18][C:12]=1[C:3]1[CH:4]=[CH:5][CH:6]=[CH:7][C:2]=1[CH3:1]. The yield is 0.848. (2) The reactants are [S:1]1[CH:5]=[CH:4][N:3]=[C:2]1[C:6]1([OH:16])[CH2:15][CH2:14][C:9]2([O:13][CH2:12][CH2:11][O:10]2)[CH2:8][CH2:7]1.C1C(=O)N([Br:24])C(=O)C1.O.[O-]S([O-])=O.[Na+].[Na+]. The catalyst is CN(C=O)C. The product is [Br:24][C:5]1[S:1][C:2]([C:6]2([OH:16])[CH2:7][CH2:8][C:9]3([O:13][CH2:12][CH2:11][O:10]3)[CH2:14][CH2:15]2)=[N:3][CH:4]=1. The yield is 0.850. (3) The reactants are [CH2:1]([N:3]1[C:7]2=[N:8][C:9]([CH2:48][CH3:49])=[C:10]([CH2:19][NH:20][C:21]([C:23]3[CH:28]=[CH:27][CH:26]=[C:25]([C:29]([NH:31][CH2:32][C:33]4[CH:34]=[C:35]([C:40]5[CH:45]=[CH:44][CH:43]=[C:42]([CH:46]=O)[CH:41]=5)[CH:36]=[CH:37][C:38]=4[CH3:39])=[O:30])[CH:24]=3)=[O:22])[C:11]([NH:12][CH:13]3[CH2:18][CH2:17][O:16][CH2:15][CH2:14]3)=[C:6]2[CH:5]=[N:4]1)[CH3:2].[CH3:50][CH:51]1[CH2:56][NH:55][CH2:54][CH:53]([CH3:57])[NH:52]1.CC(O)=O.[BH-](OC(C)=O)(OC(C)=O)OC(C)=O.[Na+]. The catalyst is C(Cl)Cl. The product is [CH2:1]([N:3]1[C:7]2=[N:8][C:9]([CH2:48][CH3:49])=[C:10]([CH2:19][NH:20][C:21]([C:23]3[CH:28]=[CH:27][CH:26]=[C:25]([C:29]([NH:31][CH2:32][C:33]4[CH:34]=[C:35]([C:40]5[CH:45]=[CH:44][CH:43]=[C:42]([CH2:46][N:55]6[CH2:54][C@H:53]([CH3:57])[NH:52][C@H:51]([CH3:50])[CH2:56]6)[CH:41]=5)[CH:36]=[CH:37][C:38]=4[CH3:39])=[O:30])[CH:24]=3)=[O:22])[C:11]([NH:12][CH:13]3[CH2:18][CH2:17][O:16][CH2:15][CH2:14]3)=[C:6]2[CH:5]=[N:4]1)[CH3:2]. The yield is 0.200. (4) The reactants are C(N(C(C)C)CC)(C)C.[CH3:10][C:11]1[C:16]2[C:17](=[O:31])[O:18][C:19]([C:21]3[C:30]4[C:25](=[CH:26][CH:27]=[CH:28][CH:29]=4)[CH:24]=[CH:23][CH:22]=3)=[N:20][C:15]=2[CH:14]=[CH:13][CH:12]=1.[CH:32]1([CH2:38][NH2:39])[CH2:37][CH2:36][CH2:35][CH2:34][CH2:33]1. No catalyst specified. The product is [CH:32]1([CH2:38][NH:39][C:17]([C:16]2[C:11]([CH3:10])=[CH:12][CH:13]=[CH:14][C:15]=2[NH:20][C:19]([C:21]2[C:30]3[C:25](=[CH:26][CH:27]=[CH:28][CH:29]=3)[CH:24]=[CH:23][CH:22]=2)=[O:18])=[O:31])[CH2:37][CH2:36][CH2:35][CH2:34][CH2:33]1. The yield is 0.730.